Dataset: Peptide-MHC class I binding affinity with 185,985 pairs from IEDB/IMGT. Task: Regression. Given a peptide amino acid sequence and an MHC pseudo amino acid sequence, predict their binding affinity value. This is MHC class I binding data. (1) The peptide sequence is DKNKWRMLI. The MHC is Mamu-B1001 with pseudo-sequence Mamu-B1001. The binding affinity (normalized) is 0.0997. (2) The peptide sequence is ELFYILIAK. The MHC is HLA-B27:05 with pseudo-sequence HLA-B27:05. The binding affinity (normalized) is 0.0847. (3) The peptide sequence is YYRYPTGESY. The MHC is HLA-B15:42 with pseudo-sequence HLA-B15:42. The binding affinity (normalized) is 0.213. (4) The peptide sequence is RELVRKTRF. The MHC is HLA-B58:01 with pseudo-sequence HLA-B58:01. The binding affinity (normalized) is 0.0847. (5) The peptide sequence is ILYKRETTR. The MHC is HLA-A02:06 with pseudo-sequence HLA-A02:06. The binding affinity (normalized) is 0.0103. (6) The peptide sequence is KRMMVRHCL. The MHC is HLA-A68:02 with pseudo-sequence HLA-A68:02. The binding affinity (normalized) is 0.0847. (7) The peptide sequence is LFVTIYSHL. The MHC is HLA-A29:02 with pseudo-sequence HLA-A29:02. The binding affinity (normalized) is 0.329. (8) The peptide sequence is LVVPGSHQR. The MHC is HLA-A03:01 with pseudo-sequence HLA-A03:01. The binding affinity (normalized) is 0.0847.